The task is: Predict the reactants needed to synthesize the given product.. This data is from Full USPTO retrosynthesis dataset with 1.9M reactions from patents (1976-2016). (1) Given the product [F:13][C:14]1[CH:19]=[C:18]([O:20][CH3:21])[CH:17]=[CH:16][C:15]=1[CH:22]([NH:23][C:24]1[CH:33]=[CH:32][CH:31]=[C:30]2[C:25]=1[CH:26]=[CH:27][C:28](=[O:34])[NH:29]2)[C:3]1([C:2]([F:7])([F:6])[F:1])[CH2:4][O:5]1, predict the reactants needed to synthesize it. The reactants are: [F:1][C:2]([F:7])([F:6])[CH:3]1[O:5][CH2:4]1.C([Li])CCC.[F:13][C:14]1[CH:19]=[C:18]([O:20][CH3:21])[CH:17]=[CH:16][C:15]=1[CH:22]=[N:23][C:24]1[CH:33]=[CH:32][CH:31]=[C:30]2[C:25]=1[CH:26]=[CH:27][C:28](=[O:34])[NH:29]2.C(OCC)C. (2) Given the product [Cl:1][C:2]1[C:13]([Cl:14])=[CH:12][CH:11]=[CH:10][C:3]=1[NH:21][CH:20]([CH3:30])[C:19]([NH:15][C:16]1[CH:17]=[CH:18][C:19]2[O:23][C:22]([C:24]3[CH:25]=[CH:26][N:27]=[CH:28][CH:29]=3)=[N:21][C:20]=2[CH:30]=1)=[O:23], predict the reactants needed to synthesize it. The reactants are: [Cl:1][C:2]1[C:13]([Cl:14])=[CH:12][CH:11]=[CH:10][C:3]=1O[C@@H](C)C(O)=O.[NH2:15][C:16]1[CH:17]=[CH:18][C:19]2[O:23][C:22]([C:24]3[CH:29]=[CH:28][N:27]=[CH:26][CH:25]=3)=[N:21][C:20]=2[CH:30]=1. (3) The reactants are: [CH2:1]([NH2:3])[CH3:2].C(N(CC)CC)C.[Cl:11][C:12]1[N:17]=[CH:16][C:15]([C:18](Cl)=[O:19])=[CH:14][N:13]=1. Given the product [Cl:11][C:12]1[N:17]=[CH:16][C:15]([C:18]([NH:3][CH2:1][CH3:2])=[O:19])=[CH:14][N:13]=1, predict the reactants needed to synthesize it. (4) Given the product [Cl:18][C:17]1[CH:16]=[CH:15][C:14]([NH:19][C:20](=[O:31])[C:21]2[CH:26]=[CH:25][CH:24]=[C:23]([C:27]([F:30])([F:28])[F:29])[CH:22]=2)=[CH:13][C:12]=1[NH:11][C:2]1[N:7]=[CH:6][N:5]=[C:4]2[NH:8][N:9]=[CH:10][C:3]=12, predict the reactants needed to synthesize it. The reactants are: Cl[C:2]1[N:7]=[CH:6][N:5]=[C:4]2[NH:8][N:9]=[CH:10][C:3]=12.[NH2:11][C:12]1[CH:13]=[C:14]([NH:19][C:20](=[O:31])[C:21]2[CH:26]=[CH:25][CH:24]=[C:23]([C:27]([F:30])([F:29])[F:28])[CH:22]=2)[CH:15]=[CH:16][C:17]=1[Cl:18]. (5) Given the product [CH:13]1([NH:12][C:3]2[C:4]([C:5](=[O:6])[NH:7][CH3:8])=[CH:9][CH:10]=[CH:11][C:2]=2[NH:1][C:19](=[O:20])[C@@H:17]([NH:16][C:22](=[O:23])[O:24][C:25]([CH3:27])([CH3:26])[CH3:28])[CH3:18])[CH2:15][CH2:14]1, predict the reactants needed to synthesize it. The reactants are: [NH2:1][C:2]1[C:3]([NH:12][CH:13]2[CH2:15][CH2:14]2)=[C:4]([CH:9]=[CH:10][CH:11]=1)[C:5]([NH:7][CH3:8])=[O:6].[NH:16]([C:22]([O:24][C:25]([CH3:28])([CH3:27])[CH3:26])=[O:23])[C@H:17]([C:19](O)=[O:20])[CH3:18].CCN(C(C)C)C(C)C.C1CN([P+](ON2N=NC3C2=CC=CC=3)(N2CCCC2)N2CCCC2)CC1.F[P-](F)(F)(F)(F)F. (6) Given the product [O:16]=[C:15]1[C:14]2[C:9](=[CH:10][CH:11]=[CH:12][CH:13]=2)[NH:8][CH:7]=[C:6]1[C:4]([OH:5])=[O:3], predict the reactants needed to synthesize it. The reactants are: C([O:3][C:4]([C:6]1[CH:7]=[N:8][C:9]2[C:14]([C:15]=1[OH:16])=[CH:13][CH:12]=[CH:11][CH:10]=2)=[O:5])C.O=C1C2C(=CC=CC=2)NC=C1C(O)=O.